Dataset: Reaction yield outcomes from USPTO patents with 853,638 reactions. Task: Predict the reaction yield, written as a fraction of the theoretical maximum amount of product (1.0 means a 100% yield; for example, 0.34 means a 34% yield). (1) The reactants are [CH3:1][C:2]1[CH:7]=[CH:6][C:5]([C:8]2[N:9]=[C:10]([C:21](O)=[O:22])[N:11]([CH3:20])[C:12]=2[C:13]2[CH:18]=[CH:17][C:16]([CH3:19])=[CH:15][CH:14]=2)=[CH:4][CH:3]=1.[NH2:24][N:25]1[CH2:30][CH2:29][CH2:28][CH2:27][CH2:26]1.N1CCCCC1.C1CN([P+](ON2N=NC3C=CC=CC2=3)(N2CCCC2)N2CCCC2)CC1.F[P-](F)(F)(F)(F)F.CCN(C(C)C)C(C)C. The catalyst is C(Cl)Cl.O. The product is [N:25]1([NH:24][C:21]([C:10]2[N:11]([CH3:20])[C:12]([C:13]3[CH:18]=[CH:17][C:16]([CH3:19])=[CH:15][CH:14]=3)=[C:8]([C:5]3[CH:6]=[CH:7][C:2]([CH3:1])=[CH:3][CH:4]=3)[N:9]=2)=[O:22])[CH2:30][CH2:29][CH2:28][CH2:27][CH2:26]1. The yield is 0.320. (2) The reactants are [F:1][C:2]1[CH:3]=[C:4]([OH:9])[CH:5]=[CH:6][C:7]=1[F:8].Cl[CH2:11][C:12]([CH3:14])=[CH2:13].C(=O)([O-])[O-].[K+].[K+]. The catalyst is CN(C=O)C. The product is [F:8][C:7]1[CH:6]=[CH:5][C:4]([O:9][CH2:13][C:12]([CH3:14])=[CH2:11])=[CH:3][C:2]=1[F:1]. The yield is 0.630. (3) The reactants are [C:1]1([C:7]2[C:11]3[CH:12]=[CH:13][C:14]([OH:19])=[C:15]([CH2:16][CH2:17][CH3:18])[C:10]=3[O:9][N:8]=2)[CH:6]=[CH:5][CH:4]=[CH:3][CH:2]=1.Br[CH:21]([CH2:25][CH2:26][CH3:27])[CH2:22][CH2:23][OH:24].C([O-])([O-])=O.[Cs+].[Cs+].Cl. The product is [C:1]1([C:7]2[C:11]3[CH:12]=[CH:13][C:14]([O:19][CH:21]([CH2:25][CH2:26][CH3:27])[CH2:22][CH2:23][OH:24])=[C:15]([CH2:16][CH2:17][CH3:18])[C:10]=3[O:9][N:8]=2)[CH:2]=[CH:3][CH:4]=[CH:5][CH:6]=1. The yield is 0.330. The catalyst is CN(C=O)C.O.